From a dataset of NCI-60 drug combinations with 297,098 pairs across 59 cell lines. Regression. Given two drug SMILES strings and cell line genomic features, predict the synergy score measuring deviation from expected non-interaction effect. (1) Drug 1: CC1CCC2CC(C(=CC=CC=CC(CC(C(=O)C(C(C(=CC(C(=O)CC(OC(=O)C3CCCCN3C(=O)C(=O)C1(O2)O)C(C)CC4CCC(C(C4)OC)O)C)C)O)OC)C)C)C)OC. Drug 2: C1CNP(=O)(OC1)N(CCCl)CCCl. Cell line: TK-10. Synergy scores: CSS=12.6, Synergy_ZIP=-3.77, Synergy_Bliss=-2.22, Synergy_Loewe=-54.6, Synergy_HSA=-1.15. (2) Drug 1: CCN(CC)CCNC(=O)C1=C(NC(=C1C)C=C2C3=C(C=CC(=C3)F)NC2=O)C. Drug 2: C1=CC=C(C(=C1)C(C2=CC=C(C=C2)Cl)C(Cl)Cl)Cl. Cell line: SNB-75. Synergy scores: CSS=2.75, Synergy_ZIP=-2.38, Synergy_Bliss=-2.85, Synergy_Loewe=-0.348, Synergy_HSA=-1.29.